From a dataset of Reaction yield outcomes from USPTO patents with 853,638 reactions. Predict the reaction yield, written as a fraction of the theoretical maximum amount of product (1.0 means a 100% yield; for example, 0.34 means a 34% yield). (1) The reactants are [Cl:1][C:2]1[CH:10]=[CH:9][CH:8]=[C:7]2[C:3]=1[C:4]1([C:25]3=[CH:26][C:27]4[O:31][CH2:30][O:29][C:28]=4[CH:32]=[C:24]3[O:23][CH2:22]1)[C:5](=[O:21])[N:6]2[CH2:11][C:12](=[N:14][O:15][C:16]([CH:18]1[CH2:20][CH2:19]1)=O)[NH2:13]. The catalyst is N1C=CC=CC=1. The product is [Cl:1][C:2]1[CH:10]=[CH:9][CH:8]=[C:7]2[C:3]=1[C:4]1([C:25]3=[CH:26][C:27]4[O:31][CH2:30][O:29][C:28]=4[CH:32]=[C:24]3[O:23][CH2:22]1)[C:5](=[O:21])[N:6]2[CH2:11][C:12]1[N:13]=[C:16]([CH:18]2[CH2:19][CH2:20]2)[O:15][N:14]=1. The yield is 0.160. (2) The reactants are [C:1]1([C:7]2([C:17]3[CH:22]=[CH:21][CH:20]=[CH:19][CH:18]=3)[CH:11]3[CH2:12][NH:13][CH2:14][CH2:15][N:10]3[C:9](=[O:16])[O:8]2)[CH:6]=[CH:5][CH:4]=[CH:3][CH:2]=1.C(N(C(C)C)CC)(C)C.Cl[CH2:33][C:34](Cl)=[O:35].[F:37][C:38]1[CH:44]=[CH:43][C:41]([NH2:42])=[CH:40][CH:39]=1. The catalyst is O1CCCC1.O. The product is [F:37][C:38]1[CH:44]=[CH:43][C:41]([NH:42][CH2:33][C:34]([N:13]2[CH2:14][CH2:15][N:10]3[C:9](=[O:16])[O:8][C:7]([C:1]4[CH:6]=[CH:5][CH:4]=[CH:3][CH:2]=4)([C:17]4[CH:18]=[CH:19][CH:20]=[CH:21][CH:22]=4)[CH:11]3[CH2:12]2)=[O:35])=[CH:40][CH:39]=1. The yield is 0.150. (3) The reactants are Br[C:2]1[CH:24]=[N:23][C:5]2[N:6]([CH2:15][O:16][CH2:17][CH2:18][Si:19]([CH3:22])([CH3:21])[CH3:20])[C:7]3[CH:12]=[N:11][C:10]([C:13]#[N:14])=[CH:9][C:8]=3[C:4]=2[CH:3]=1.[C:25](=O)([O:27]C(C)(C)C)[NH2:26].C(=O)([O-])[O-].[Cs+].[Cs+].C1(P(C2C=CC=CC=2)C2C3OC4[C:52](=CC=CC=4P(C4C=CC=CC=4)C4C=CC=CC=4)[C:51]([CH3:74])([CH3:73])C=3C=CC=2)C=CC=CC=1. The catalyst is O1CCOCC1.C1C=CC(/C=C/C(/C=C/C2C=CC=CC=2)=O)=CC=1.C1C=CC(/C=C/C(/C=C/C2C=CC=CC=2)=O)=CC=1.C1C=CC(/C=C/C(/C=C/C2C=CC=CC=2)=O)=CC=1.[Pd].[Pd]. The product is [C:51]([C:2]1[C:24]([N:26]=[C:25]=[O:27])=[N:23][C:5]2[N:6]([CH2:15][O:16][CH2:17][CH2:18][Si:19]([CH3:22])([CH3:21])[CH3:20])[C:7]3[CH:12]=[N:11][C:10]([C:13]#[N:14])=[CH:9][C:8]=3[C:4]=2[CH:3]=1)([CH3:52])([CH3:73])[CH3:74]. The yield is 0.800. (4) The reactants are [F:1][C:2]([Si](C)(C)C)([F:4])[F:3].[CH3:9][C:10]1[CH:15]=[C:14]([C:16](=[O:25])[CH:17]([C:19]2[CH:24]=[CH:23][CH:22]=[CH:21][CH:20]=2)[CH3:18])[CH:13]=[CH:12][N:11]=1.O.O.O.[F-].C([N+](CCCC)(CCCC)CCCC)CCC. The catalyst is C1COCC1. The product is [F:1][C:2]([F:4])([F:3])[C:16]([C:14]1[CH:13]=[CH:12][N:11]=[C:10]([CH3:9])[CH:15]=1)([OH:25])[CH:17]([C:19]1[CH:20]=[CH:21][CH:22]=[CH:23][CH:24]=1)[CH3:18]. The yield is 0.230. (5) The reactants are Br[C:2]1[CH:9]=[CH:8][C:5]([CH:6]=[O:7])=[C:4]([F:10])[CH:3]=1.C([O-])(O)=O.[Na+].[C:16]([O:20][C:21]([CH3:24])([CH3:23])[CH3:22])(=[O:19])[CH:17]=[CH2:18]. The catalyst is CN(C=O)C.C(N(CC)CC)C.O.CC([O-])=O.CC([O-])=O.[Pd+2].C1C=CC(P(C2C=CC=CC=2)C2C=CC=CC=2)=CC=1. The product is [C:21]([O:20][C:16](=[O:19])[CH:17]=[CH:18][C:2]1[CH:9]=[CH:8][C:5]([CH:6]=[O:7])=[C:4]([F:10])[CH:3]=1)([CH3:24])([CH3:23])[CH3:22]. The yield is 0.800. (6) The reactants are C1(C)C=CC=CC=1.Cl[C:9]1[N:14]=[CH:13][CH:12]=[CH:11][N:10]=1.[CH:15]([C:17]1[CH:18]=[C:19](B(O)O)[CH:20]=[CH:21][CH:22]=1)=[O:16].C([O-])([O-])=O.[K+].[K+]. The catalyst is C1C=CC([P]([Pd]([P](C2C=CC=CC=2)(C2C=CC=CC=2)C2C=CC=CC=2)([P](C2C=CC=CC=2)(C2C=CC=CC=2)C2C=CC=CC=2)[P](C2C=CC=CC=2)(C2C=CC=CC=2)C2C=CC=CC=2)(C2C=CC=CC=2)C2C=CC=CC=2)=CC=1.O.CN(C=O)C. The product is [N:10]1[CH:11]=[CH:12][CH:13]=[N:14][C:9]=1[C:21]1[CH:22]=[C:17]([CH:18]=[CH:19][CH:20]=1)[CH:15]=[O:16]. The yield is 0.390. (7) The reactants are C1(S([N:10]2[C:14]3[N:15]=[CH:16][N:17]=[C:18]([C:19]4[CH:25]=[CH:24][C:22]([NH2:23])=[CH:21][CH:20]=4)[C:13]=3[CH:12]=[C:11]2[Cl:26])(=O)=O)C=CC=CC=1.[F:27][CH:28]([F:40])[O:29][C:30]1[CH:35]=[CH:34][C:33]([S:36](Cl)(=[O:38])=[O:37])=[CH:32][CH:31]=1. The catalyst is N1C=CC=CC=1. The product is [Cl:26][C:11]1[NH:10][C:14]2[N:15]=[CH:16][N:17]=[C:18]([C:19]3[CH:20]=[CH:21][C:22]([NH:23][S:36]([C:33]4[CH:32]=[CH:31][C:30]([O:29][CH:28]([F:27])[F:40])=[CH:35][CH:34]=4)(=[O:38])=[O:37])=[CH:24][CH:25]=3)[C:13]=2[CH:12]=1. The yield is 0.275.